This data is from Catalyst prediction with 721,799 reactions and 888 catalyst types from USPTO. The task is: Predict which catalyst facilitates the given reaction. (1) Reactant: [C:1]1([CH2:7][CH2:8][P:9]([OH:11])[OH:10])[CH:6]=[CH:5][CH:4]=[CH:3][CH:2]=1.[OH-].[Na+].O.O.O.O.O.O.[Cl-].[Al+3:21].[Cl-].[Cl-]. Product: [Al+3:21].[C:1]1([CH2:7][CH2:8][P:9]([O-:11])[O-:10])[CH:6]=[CH:5][CH:4]=[CH:3][CH:2]=1.[C:1]1([CH2:7][CH2:8][P:9]([O-:11])[O-:10])[CH:6]=[CH:5][CH:4]=[CH:3][CH:2]=1.[C:1]1([CH2:7][CH2:8][P:9]([O-:11])[O-:10])[CH:6]=[CH:5][CH:4]=[CH:3][CH:2]=1.[Al+3:21]. The catalyst class is: 6. (2) The catalyst class is: 2. Reactant: Cl[C:2]([O:4][CH2:5][C:6]1[CH:11]=[CH:10][CH:9]=[CH:8][CH:7]=1)=[O:3].[C:12]([O:16][C:17]([N:19]1[CH2:27][CH2:26][CH2:25][C:21]2([NH:24][CH2:23][CH2:22]2)[CH2:20]1)=[O:18])([CH3:15])([CH3:14])[CH3:13].CCN(C(C)C)C(C)C. Product: [N:24]1([C:2]([O:4][CH2:5][C:6]2[CH:11]=[CH:10][CH:9]=[CH:8][CH:7]=2)=[O:3])[C:21]2([CH2:25][CH2:26][CH2:27][N:19]([C:17]([O:16][C:12]([CH3:15])([CH3:14])[CH3:13])=[O:18])[CH2:20]2)[CH2:22][CH2:23]1. (3) Reactant: Cl[C:2]1[N:3]=[C:4]([NH:13][CH:14]2[CH2:19][CH2:18][CH:17]([N:20]3[CH2:25][CH2:24][O:23][CH2:22][CH2:21]3)[CH2:16][CH2:15]2)[C:5]2[N:10]=[C:9]([CH2:11][CH3:12])[S:8][C:6]=2[N:7]=1.[CH3:26][N:27]1[CH:31]=[C:30]([NH2:32])[CH:29]=[N:28]1.Cl. Product: [CH2:11]([C:9]1[S:8][C:6]2[N:7]=[C:2]([NH:32][C:30]3[CH:29]=[N:28][N:27]([CH3:26])[CH:31]=3)[N:3]=[C:4]([NH:13][C@H:14]3[CH2:19][CH2:18][C@H:17]([N:20]4[CH2:25][CH2:24][O:23][CH2:22][CH2:21]4)[CH2:16][CH2:15]3)[C:5]=2[N:10]=1)[CH3:12]. The catalyst class is: 252. (4) Reactant: [CH2:1]([NH:5][CH2:6][P:7](O)(O)=O)[C:2]([OH:4])=[O:3].[C:11]([O-:16])(=[O:15])[C:12]([O-:14])=[O:13].[NH4+:17].[NH4+].N. Product: [CH2:1]([NH:5][CH2:6][PH2:7])[C:2]([O-:4])=[O:3].[NH4+:17].[C:11]([O-:16])(=[O:15])[C:12]([O-:14])=[O:13].[NH4+:5].[NH4+:5]. The catalyst class is: 6. (5) Product: [Br:10][C:11]1[CH:19]=[C:18]2[C:14]([CH2:15][CH2:16][N:17]2[C:2]2[C:7]([Cl:8])=[CH:6][N:5]=[C:4]([NH2:9])[N:3]=2)=[CH:13][CH:12]=1. Reactant: Cl[C:2]1[C:7]([Cl:8])=[CH:6][N:5]=[C:4]([NH2:9])[N:3]=1.[Br:10][C:11]1[CH:19]=[C:18]2[C:14]([CH2:15][CH2:16][NH:17]2)=[CH:13][CH:12]=1.Cl. The catalyst class is: 12. (6) Reactant: [C:1]([C:3]1[CH:31]=[CH:30][C:6]([CH2:7][C@@:8]2([CH3:29])[N:12]3[C:13]([C:16]([OH:18])=O)=[CH:14][N:15]=[C:11]3[N:10]([C:19]3[CH:24]=[C:23]([Cl:25])[C:22]([F:26])=[C:21]([Cl:27])[CH:20]=3)[C:9]2=[O:28])=[CH:5][CH:4]=1)#[N:2].C(Cl)(=O)C([Cl:35])=O.CN(C=O)C. Product: [C:1]([C:3]1[CH:4]=[CH:5][C:6]([CH2:7][C@@:8]2([CH3:29])[N:12]3[C:13]([C:16]([Cl:35])=[O:18])=[CH:14][N:15]=[C:11]3[N:10]([C:19]3[CH:24]=[C:23]([Cl:25])[C:22]([F:26])=[C:21]([Cl:27])[CH:20]=3)[C:9]2=[O:28])=[CH:30][CH:31]=1)#[N:2]. The catalyst class is: 2. (7) Reactant: [CH:1]([Si:4]([CH:20]([CH3:22])[CH3:21])([CH:17]([CH3:19])[CH3:18])[O:5][CH2:6][CH2:7][C:8]1[CH:9]=[C:10]([CH2:14][CH2:15][OH:16])[CH:11]=[CH:12][CH:13]=1)([CH3:3])[CH3:2].CC(OI1(OC(C)=O)(OC(C)=O)OC(=O)C2C=CC=CC1=2)=O. Product: [CH:17]([Si:4]([CH:1]([CH3:3])[CH3:2])([CH:20]([CH3:22])[CH3:21])[O:5][CH2:6][CH2:7][C:8]1[CH:9]=[C:10]([CH2:14][CH:15]=[O:16])[CH:11]=[CH:12][CH:13]=1)([CH3:18])[CH3:19]. The catalyst class is: 4. (8) Reactant: [CH2:1]([O:3][CH:4]([O:13][CH2:14][CH3:15])[C:5]1[CH:6]=[C:7]([CH:10]=[CH:11][CH:12]=1)[CH:8]=O)[CH3:2].S([O-])([O-])(=O)=O.[Na+].[Na+].[NH2:23][C:24]1[CH:32]=[CH:31][CH:30]=[C:29]2[C:25]=1[CH2:26][O:27][C:28]2=[O:33]. Product: [CH2:1]([O:3][CH:4]([O:13][CH2:14][CH3:15])[C:5]1[CH:6]=[C:7]([CH:10]=[CH:11][CH:12]=1)/[CH:8]=[N:23]/[C:24]1[CH:32]=[CH:31][CH:30]=[C:29]2[C:25]=1[CH2:26][O:27][C:28]2=[O:33])[CH3:2]. The catalyst class is: 4. (9) Reactant: [C:1]([C:3]1[C:4](=[O:18])[N:5]([CH:11]([CH3:17])[C:12]([O:14][CH2:15][CH3:16])=[O:13])[CH:6]=[CH:7][C:8]=1[O:9][CH3:10])#[N:2].[Br:19]N1C(=O)CCC1=O. Product: [Br:19][C:7]1[C:8]([O:9][CH3:10])=[C:3]([C:1]#[N:2])[C:4](=[O:18])[N:5]([CH:11]([CH3:17])[C:12]([O:14][CH2:15][CH3:16])=[O:13])[CH:6]=1. The catalyst class is: 9.